From a dataset of Catalyst prediction with 721,799 reactions and 888 catalyst types from USPTO. Predict which catalyst facilitates the given reaction. (1) Reactant: [NH2:1][C:2]1[C:7]2[C:8]([C:11]3[CH:16]=[CH:15][C:14]([NH:17][C:18]([C:20]4[N:24]([CH3:25])[C:23]5[CH:26]=[CH:27][CH:28]=[CH:29][C:22]=5[N:21]=4)=[O:19])=[C:13]([O:30][CH3:31])[CH:12]=3)=[CH:9][O:10][C:6]=2[C:5](I)=[CH:4][N:3]=1.C([O:35][CH:36](OCC)/[CH:37]=[CH:38]/B1OC(C)(C)C(C)(C)O1)C.C(=O)([O-])[O-].[Na+].[Na+].O.C1(C)C=CC(S(O)(=O)=O)=CC=1. Product: [NH2:1][C:2]1[C:7]2[C:8]([C:11]3[CH:16]=[CH:15][C:14]([NH:17][C:18]([C:20]4[N:24]([CH3:25])[C:23]5[CH:26]=[CH:27][CH:28]=[CH:29][C:22]=5[N:21]=4)=[O:19])=[C:13]([O:30][CH3:31])[CH:12]=3)=[CH:9][O:10][C:6]=2[C:5](/[CH:38]=[CH:37]/[CH:36]=[O:35])=[CH:4][N:3]=1. The catalyst class is: 149. (2) Reactant: [CH3:1][O:2][C:3]([C@H:5]1[CH2:10][CH2:9][C@H:8]([C:11](O)=[O:12])[CH2:7][CH2:6]1)=[O:4].B.CSC.CO. Product: [OH:12][CH2:11][C@H:8]1[CH2:7][CH2:6][C@H:5]([C:3]([O:2][CH3:1])=[O:4])[CH2:10][CH2:9]1. The catalyst class is: 1. (3) Reactant: Cl.[Si]([O:9][CH:10]([CH2:14][S:15][S:16][C:17]([CH3:20])([CH3:19])[CH3:18])[C:11]([OH:13])=[O:12])(C(C)(C)C)(C)C. Product: [C:17]([S:16][S:15][CH2:14][CH:10]([OH:9])[C:11]([OH:13])=[O:12])([CH3:20])([CH3:18])[CH3:19]. The catalyst class is: 7. (4) Reactant: Cl[CH2:2][CH2:3][CH2:4][C:5]([C:7]1[CH:13]=[CH:12][CH:11]=[C:10]([CH3:14])[C:8]=1[NH2:9])=[O:6].CC(C)([O-])C.[K+].C(OCC)(=O)C.Cl. Product: [CH:4]1([C:5]([C:7]2[CH:13]=[CH:12][CH:11]=[C:10]([CH3:14])[C:8]=2[NH2:9])=[O:6])[CH2:2][CH2:3]1. The catalyst class is: 7. (5) Reactant: C([O:8][C:9]1[CH:14]=[CH:13][C:12]([CH2:15][CH2:16][CH:17]([CH2:22]/[CH:23]=[CH:24]/[C:25]2[CH:30]=[CH:29][CH:28]=[CH:27][CH:26]=2)[C:18]([O:20][CH3:21])=[O:19])=[CH:11][CH:10]=1)C1C=CC=CC=1. Product: [OH:8][C:9]1[CH:10]=[CH:11][C:12]([CH2:15][CH2:16][CH:17]([CH2:22][CH2:23][CH2:24][C:25]2[CH:26]=[CH:27][CH:28]=[CH:29][CH:30]=2)[C:18]([O:20][CH3:21])=[O:19])=[CH:13][CH:14]=1. The catalyst class is: 19. (6) Reactant: [CH2:1]([O:3][C:4](=[O:35])[C@H:5]([CH2:17][C:18]1[CH:23]=[CH:22][C:21]([C:24]2[CH:29]=[CH:28][CH:27]=[CH:26][C:25]=2[O:30][CH3:31])=[C:20]([C:32](=O)[CH3:33])[CH:19]=1)[NH:6][C:7](=[O:16])[C:8]1[C:13]([Cl:14])=[CH:12][CH:11]=[CH:10][C:9]=1[Cl:15])[CH3:2].[NH2:36][OH:37].Cl.CC([O-])=O.[Na+]. Product: [CH2:1]([O:3][C:4](=[O:35])[C@H:5]([CH2:17][C:18]1[CH:23]=[CH:22][C:21]([C:24]2[CH:29]=[CH:28][CH:27]=[CH:26][C:25]=2[O:30][CH3:31])=[C:20]([C:32](=[N:36][OH:37])[CH3:33])[CH:19]=1)[NH:6][C:7](=[O:16])[C:8]1[C:13]([Cl:14])=[CH:12][CH:11]=[CH:10][C:9]=1[Cl:15])[CH3:2]. The catalyst class is: 114. (7) Reactant: [CH3:1][O:2][C:3]1[CH:4]=[C:5]([S:9][CH2:10][C:11]([C:13]2[S:14][CH:15]=[CH:16][N:17]=2)=O)[CH:6]=[CH:7][CH:8]=1.[OH-].[Na+]. Product: [CH3:1][O:2][C:3]1[CH:8]=[CH:7][C:6]2[C:11]([C:13]3[S:14][CH:15]=[CH:16][N:17]=3)=[CH:10][S:9][C:5]=2[CH:4]=1. The catalyst class is: 6.